Dataset: hERG potassium channel inhibition data for cardiac toxicity prediction from Karim et al.. Task: Regression/Classification. Given a drug SMILES string, predict its toxicity properties. Task type varies by dataset: regression for continuous values (e.g., LD50, hERG inhibition percentage) or binary classification for toxic/non-toxic outcomes (e.g., AMES mutagenicity, cardiotoxicity, hepatotoxicity). Dataset: herg_karim. (1) The compound is Clc1cccc(OC(c2cccnc2)C2CCNCC2)c1Cl. The result is 1 (blocker). (2) The molecule is N#Cc1ccc(OCCCN2CC3CN(CCNS(=O)(=O)c4cccc(F)c4)CC(C2)O3)cc1. The result is 0 (non-blocker). (3) The compound is C[C@]12CC[C@@H]3[C@H]4CC[C@@](C)(O)C[C@H]4CC[C@H]3[C@@H]1CC[C@@H]2C(=O)Cn1cc(C#N)cn1. The result is 0 (non-blocker). (4) The compound is CC(c1ccncc1)N1C2CCC1CC(Oc1cccc(C(N)=O)c1)C2. The result is 1 (blocker). (5) The compound is N#C[C@@H]1C[C@@H]2CCC[C@@H]2N1C(=O)C[C@H](N)Cc1cc(F)c(F)cc1F. The result is 0 (non-blocker). (6) The molecule is COc1ccc2ncc(F)c(CC[C@]34CC[C@@](NCc5ccc6c(n5)NC(=O)CO6)(CC3)CO4)c2n1. The result is 1 (blocker). (7) The molecule is O=C(O)c1ccc(Nc2ncc3c(n2)-c2ccc(Cl)cc2C(c2c(F)cccc2F)=NC3)cc1. The result is 0 (non-blocker).